From a dataset of Peptide-MHC class I binding affinity with 185,985 pairs from IEDB/IMGT. Regression. Given a peptide amino acid sequence and an MHC pseudo amino acid sequence, predict their binding affinity value. This is MHC class I binding data. (1) The peptide sequence is LRTTTVSGKL. The MHC is HLA-B08:01 with pseudo-sequence HLA-B08:01. The binding affinity (normalized) is 0.153. (2) The peptide sequence is CLWLLTLGL. The MHC is HLA-A02:01 with pseudo-sequence HLA-A02:01. The binding affinity (normalized) is 0.0847. (3) The peptide sequence is ILIYNGWYA. The MHC is HLA-B54:01 with pseudo-sequence HLA-B54:01. The binding affinity (normalized) is 0.279. (4) The MHC is HLA-A02:03 with pseudo-sequence HLA-A02:03. The binding affinity (normalized) is 0.182. The peptide sequence is NLDISSVQL. (5) The peptide sequence is NRWKSWFSY. The MHC is HLA-A02:01 with pseudo-sequence HLA-A02:01. The binding affinity (normalized) is 0.275. (6) The peptide sequence is SSVGVTHGY. The MHC is SLA-20401 with pseudo-sequence SLA-20401. The binding affinity (normalized) is 0.878. (7) The peptide sequence is RDYVDRFYKTL. The MHC is H-2-Kk with pseudo-sequence H-2-Kk. The binding affinity (normalized) is 0.0929.